This data is from Forward reaction prediction with 1.9M reactions from USPTO patents (1976-2016). The task is: Predict the product of the given reaction. (1) Given the reactants [Cl:1][C:2]1[CH:7]=[CH:6][C:5]([C:8](=[O:20])[NH:9][CH:10]([C:14]2[CH:19]=[CH:18][CH:17]=[CH:16][CH:15]=2)[CH2:11][CH2:12][OH:13])=[CH:4][C:3]=1[NH:21][C:22]([C:24]1[C:47](=[O:48])[NH:46][C:27]2[N:28]=[C:29]([N:32]3[CH2:37][CH2:36][CH:35]([NH:38]C(=O)OC(C)(C)C)[CH2:34][CH2:33]3)[N:30]=[CH:31][C:26]=2[CH:25]=1)=[O:23].Cl, predict the reaction product. The product is: [ClH:1].[NH2:38][CH:35]1[CH2:34][CH2:33][N:32]([C:29]2[N:30]=[CH:31][C:26]3[CH:25]=[C:24]([C:22]([NH:21][C:3]4[CH:4]=[C:5]([C:8](=[O:20])[NH:9][CH:10]([C:14]5[CH:15]=[CH:16][CH:17]=[CH:18][CH:19]=5)[CH2:11][CH2:12][OH:13])[CH:6]=[CH:7][C:2]=4[Cl:1])=[O:23])[C:47](=[O:48])[NH:46][C:27]=3[N:28]=2)[CH2:37][CH2:36]1. (2) Given the reactants I[C:2]1[CH:7]=[C:6]([CH3:8])[CH:5]=[C:4]([CH3:9])[C:3]=1[I:10].C([Mg]Cl)(C)C.[B:16](OC(C)C)([O:21]C(C)C)[O:17]C(C)C.[NH4+].[Cl-], predict the reaction product. The product is: [I:10][C:3]1[C:4]([CH3:9])=[CH:5][C:6]([CH3:8])=[CH:7][C:2]=1[B:16]([OH:21])[OH:17]. (3) Given the reactants Cl[C:2]1[N:7]=[CH:6][C:5]2[CH:8]=[N:9][N:10]([C:11]3[N:16]=[C:15]([N:17]4[CH2:22][CH2:21][CH2:20][C@H:19]([NH:23][C:24](=[O:30])[O:25][C:26]([CH3:29])([CH3:28])[CH3:27])[C:18]4=[O:31])[CH:14]=[CH:13][CH:12]=3)[C:4]=2[CH:3]=1.C[Sn](C)(C)[C:34]1[CH:39]=[N:38][CH:37]=[C:36]([CH3:40])[N:35]=1, predict the reaction product. The product is: [CH3:40][C:36]1[N:35]=[C:34]([C:2]2[N:7]=[CH:6][C:5]3[CH:8]=[N:9][N:10]([C:11]4[N:16]=[C:15]([N:17]5[CH2:22][CH2:21][CH2:20][C@H:19]([NH:23][C:24](=[O:30])[O:25][C:26]([CH3:29])([CH3:27])[CH3:28])[C:18]5=[O:31])[CH:14]=[CH:13][CH:12]=4)[C:4]=3[CH:3]=2)[CH:39]=[N:38][CH:37]=1. (4) Given the reactants [F:1][C:2]1[CH:3]=[C:4]2[C:8](=[CH:9][CH:10]=1)[NH:7][C:6](=[O:11])[C:5]2=[CH:12][C:13]1[CH:14]=[C:15]([CH:26]=[CH:27][CH:28]=1)[C:16]([NH:18][CH2:19][CH2:20][CH2:21][CH2:22][C:23]([OH:25])=O)=[O:17].Cl.C(N=C=NCCCN(C)C)C.OC1C2N=NNC=2C=CC=1.C(N(CC)CC)C.[F:58][C:59]1[CH:64]=[CH:63][C:62]([NH2:65])=[C:61]([NH2:66])[CH:60]=1, predict the reaction product. The product is: [F:1][C:2]1[CH:3]=[C:4]2[C:8](=[CH:9][CH:10]=1)[NH:7][C:6](=[O:11])[C:5]2=[CH:12][C:13]1[CH:14]=[C:15]([CH:26]=[CH:27][CH:28]=1)[C:16]([NH:18][CH2:19][CH2:20][CH2:21][CH2:22][C:23]([NH:65][C:62]1[CH:63]=[CH:64][C:59]([F:58])=[CH:60][C:61]=1[NH2:66])=[O:25])=[O:17]. (5) Given the reactants [CH3:1][O:2][C:3]([C:5]1[N:10]=[C:9]2[N:11]([CH3:14])[CH:12]=[N:13][C:8]2=[C:7]([F:15])[C:6]=1[NH:16][C:17]1[CH:22]=[CH:21][CH:20]=[CH:19][C:18]=1[F:23])=[O:4].C1C(=O)N([Br:31])C(=O)C1, predict the reaction product. The product is: [CH3:1][O:2][C:3]([C:5]1[N:10]=[C:9]2[N:11]([CH3:14])[CH:12]=[N:13][C:8]2=[C:7]([F:15])[C:6]=1[NH:16][C:17]1[CH:22]=[CH:21][C:20]([Br:31])=[CH:19][C:18]=1[F:23])=[O:4]. (6) The product is: [C:15]([C:17]1[CH:24]=[CH:23][C:20]([CH2:3][N:2]2[C:8]([CH3:12])=[CH:9][C:10](=[O:11])[C:5]([C:6]([OH:7])=[O:13])=[CH:4]2)=[CH:19][CH:18]=1)#[N:16]. Given the reactants C[N:2]([CH:4]=[C:5]1[C:10](=[O:11])[CH:9]=[C:8]([CH3:12])[O:7][C:6]1=[O:13])[CH3:3].Cl.[C:15]([C:17]1[CH:24]=[CH:23][C:20](CN)=[CH:19][CH:18]=1)#[N:16].CC(C)([O-])C.[Na+].Cl, predict the reaction product. (7) Given the reactants CC1(C)C(C)(C)OB([C:9]2[CH:10]=[N:11][C:12]([N:15]3[CH2:21][CH2:20][CH2:19][O:18][CH2:17][CH2:16]3)=[N:13][CH:14]=2)O1.[C:23]([O:27][C:28]([N:30]1[CH2:35][CH2:34][N:33]([C:36]2[NH:37][C:38]([C:44]3[CH:49]=[CH:48][N:47]=[C:46](Cl)[CH:45]=3)=[C:39]([CH3:43])[C:40]=2[C:41]#[N:42])[CH2:32][CH2:31]1)=[O:29])([CH3:26])([CH3:25])[CH3:24], predict the reaction product. The product is: [C:23]([O:27][C:28]([N:30]1[CH2:31][CH2:32][N:33]([C:36]2[NH:37][C:38]([C:44]3[CH:45]=[CH:46][N:47]=[C:48]([C:9]4[CH:14]=[N:13][C:12]([N:15]5[CH2:21][CH2:20][CH2:19][O:18][CH2:17][CH2:16]5)=[N:11][CH:10]=4)[CH:49]=3)=[C:39]([CH3:43])[C:40]=2[C:41]#[N:42])[CH2:34][CH2:35]1)=[O:29])([CH3:26])([CH3:24])[CH3:25]. (8) Given the reactants [N:1]1[CH:6]=[CH:5][CH:4]=[CH:3][C:2]=1[C:7]1[CH:15]=[CH:14][C:10]([C:11]([OH:13])=O)=[CH:9][CH:8]=1.O.ON1C2C=CC=CC=2N=N1.[CH:27]1([N:31]2[CH2:37][CH2:36][C:35]3[CH:38]=[CH:39][C:40]([NH2:42])=[CH:41][C:34]=3[CH2:33][CH2:32]2)[CH2:30][CH2:29][CH2:28]1, predict the reaction product. The product is: [CH:27]1([N:31]2[CH2:37][CH2:36][C:35]3[CH:38]=[CH:39][C:40]([NH:42][C:11](=[O:13])[C:10]4[CH:9]=[CH:8][C:7]([C:2]5[CH:3]=[CH:4][CH:5]=[CH:6][N:1]=5)=[CH:15][CH:14]=4)=[CH:41][C:34]=3[CH2:33][CH2:32]2)[CH2:30][CH2:29][CH2:28]1. (9) Given the reactants [CH:1]1([CH2:7][CH:8]([OH:26])[C:9]([NH:11][CH:12]([CH:15]([OH:25])[C:16]2[O:17][C:18]3[C:19]([N:24]=2)=[N:20][CH:21]=[CH:22][CH:23]=3)[CH2:13][CH3:14])=[O:10])[CH2:6][CH2:5][CH2:4][CH2:3][CH2:2]1, predict the reaction product. The product is: [CH:1]1([CH2:7][CH:8]([OH:26])[C:9]([NH:11][CH:12]([C:15]([C:16]2[O:17][C:18]3[C:19]([N:24]=2)=[N:20][CH:21]=[CH:22][CH:23]=3)=[O:25])[CH2:13][CH3:14])=[O:10])[CH2:6][CH2:5][CH2:4][CH2:3][CH2:2]1. (10) Given the reactants NSOO[C:5]1[CH:10]=[CH:9][C:8]([N:11]2[C:19]3[C:18]4[CH:20]=[C:21]([N+:24]([O-:26])=[O:25])[CH:22]=[CH:23][C:17]=4[CH2:16][CH2:15][C:14]=3[C:13]([C:27]([O:29][CH2:30][CH3:31])=[O:28])=[N:12]2)=[CH:7][CH:6]=1.[NH2:32][S:33](NC1C=C(NN)C=CC=1)(=[O:35])=[O:34], predict the reaction product. The product is: [NH2:32][S:33]([C:10]1[CH:9]=[C:8]([N:11]2[C:19]3[C:18]4[CH:20]=[C:21]([N+:24]([O-:26])=[O:25])[CH:22]=[CH:23][C:17]=4[CH2:16][CH2:15][C:14]=3[C:13]([C:27]([O:29][CH2:30][CH3:31])=[O:28])=[N:12]2)[CH:7]=[CH:6][CH:5]=1)(=[O:35])=[O:34].